Dataset: Catalyst prediction with 721,799 reactions and 888 catalyst types from USPTO. Task: Predict which catalyst facilitates the given reaction. (1) Reactant: [Cl:1][C:2]1[CH:10]=[C:9]2[C:5]([C:6]([CH2:21][CH:22]([CH3:24])[CH3:23])=[CH:7][N:8]2[C:11]2[S:15][C:14]([C:16]([O:18]CC)=[O:17])=[CH:13][CH:12]=2)=[CH:4][CH:3]=1.[OH-].[Na+]. Product: [Cl:1][C:2]1[CH:10]=[C:9]2[C:5]([C:6]([CH2:21][CH:22]([CH3:24])[CH3:23])=[CH:7][N:8]2[C:11]2[S:15][C:14]([C:16]([OH:18])=[O:17])=[CH:13][CH:12]=2)=[CH:4][CH:3]=1. The catalyst class is: 8. (2) The catalyst class is: 5. Reactant: C1COCC1.[CH2:6]([N:13]1[CH2:18][CH2:17][N:16]([C:19]2[CH:26]=[CH:25][C:22]([C:23]#[N:24])=[C:21]([C:27]([F:30])([F:29])[F:28])[CH:20]=2)[CH:15]([CH2:31][CH3:32])[C:14]1=O)[C:7]1[CH:12]=[CH:11][CH:10]=[CH:9][CH:8]=1.Cl. Product: [CH2:6]([N:13]1[CH2:18][CH2:17][N:16]([C:19]2[CH:26]=[CH:25][C:22]([C:23]#[N:24])=[C:21]([C:27]([F:30])([F:28])[F:29])[CH:20]=2)[CH:15]([CH2:31][CH3:32])[CH2:14]1)[C:7]1[CH:8]=[CH:9][CH:10]=[CH:11][CH:12]=1. (3) Reactant: [NH2:1][C:2]1[CH:9]=[CH:8][C:5]([C:6]#[N:7])=[CH:4][CH:3]=1.[Cl:10]N1C(=O)CCC1=O. Product: [NH2:1][C:2]1[CH:9]=[CH:8][C:5]([C:6]#[N:7])=[CH:4][C:3]=1[Cl:10]. The catalyst class is: 23. (4) Reactant: [O:1]1[CH2:6][CH2:5][N:4]([CH2:7][CH2:8][NH:9][C:10]([CH:12]2[CH2:17][CH2:16][N:15](C(OC(C)(C)C)=O)[CH2:14][CH2:13]2)=[O:11])[CH2:3][CH2:2]1.C(Cl)[Cl:26]. Product: [ClH:26].[O:1]1[CH2:2][CH2:3][N:4]([CH2:7][CH2:8][NH:9][C:10]([CH:12]2[CH2:17][CH2:16][NH:15][CH2:14][CH2:13]2)=[O:11])[CH2:5][CH2:6]1. The catalyst class is: 12. (5) Reactant: [H-].[Na+].[Cl:3][C:4]1[CH:5]=[C:6]([C:11]2([CH3:23])[CH2:16][CH:15]([CH3:17])[CH2:14][C:13](=[O:18])[CH:12]2[C:19]([O:21][CH3:22])=[O:20])[CH:7]=[CH:8][C:9]=1[Cl:10].[P:24](Cl)([O:29][CH2:30][CH3:31])([O:26][CH2:27][CH3:28])=[O:25].[Cl-].[NH4+]. Product: [Cl:3][C:4]1[CH:5]=[C:6]([C:11]2([CH3:23])[C:12]([C:19]([O:21][CH3:22])=[O:20])=[C:13]([O:18][P:24]([O:29][CH2:30][CH3:31])([O:26][CH2:27][CH3:28])=[O:25])[CH2:14][CH:15]([CH3:17])[CH2:16]2)[CH:7]=[CH:8][C:9]=1[Cl:10]. The catalyst class is: 27. (6) Reactant: [S:1]1[CH:5]=[CH:4][C:3]([NH2:6])=[CH:2]1.C([O-])([O-])=O.[K+].[K+].Br[CH2:14][C:15](Cl)=[O:16].[C:18]12([NH2:28])[CH2:27][CH:22]3[CH2:23][CH:24]([CH2:26][CH:20]([CH2:21]3)[CH2:19]1)[CH2:25]2. Product: [C:18]12([NH:28][CH2:14][C:15]([NH:6][C:3]3[CH:4]=[CH:5][S:1][CH:2]=3)=[O:16])[CH2:25][CH:24]3[CH2:23][CH:22]([CH2:21][CH:20]([CH2:26]3)[CH2:19]1)[CH2:27]2. The catalyst class is: 23. (7) Reactant: [CH:1]([C@@H:3]1[CH2:7][CH2:6][CH2:5][N:4]1[C:8]([C@@H:10]([CH2:19][CH:20]=[CH2:21])[CH2:11][C:12]([O:14][C:15]([CH3:18])([CH3:17])[CH3:16])=[O:13])=[O:9])=[O:2].[CH3:22][Mg]Br. Product: [OH:2][C@H:1]([C@@H:3]1[CH2:7][CH2:6][CH2:5][N:4]1[C:8]([C@@H:10]([CH2:19][CH:20]=[CH2:21])[CH2:11][C:12]([O:14][C:15]([CH3:16])([CH3:17])[CH3:18])=[O:13])=[O:9])[CH3:22]. The catalyst class is: 757.